From a dataset of Peptide-MHC class I binding affinity with 185,985 pairs from IEDB/IMGT. Regression. Given a peptide amino acid sequence and an MHC pseudo amino acid sequence, predict their binding affinity value. This is MHC class I binding data. (1) The peptide sequence is FPYEGGKVF. The MHC is HLA-A31:01 with pseudo-sequence HLA-A31:01. The binding affinity (normalized) is 0.0847. (2) The peptide sequence is RVNVFETRIV. The MHC is HLA-A02:01 with pseudo-sequence HLA-A02:01. The binding affinity (normalized) is 0.00356. (3) The peptide sequence is GFHGCIHEVL. The MHC is H-2-Kd with pseudo-sequence H-2-Kd. The binding affinity (normalized) is 0.0468. (4) The peptide sequence is MEFWLVAAL. The MHC is HLA-A11:01 with pseudo-sequence HLA-A11:01. The binding affinity (normalized) is 0.0847. (5) The peptide sequence is EGFDPRALI. The MHC is HLA-B27:03 with pseudo-sequence HLA-B27:03. The binding affinity (normalized) is 0.0847.